This data is from Reaction yield outcomes from USPTO patents with 853,638 reactions. The task is: Predict the reaction yield, written as a fraction of the theoretical maximum amount of product (1.0 means a 100% yield; for example, 0.34 means a 34% yield). The yield is 0.650. The catalyst is CN(C=O)C. The product is [OH:1][CH:2]([CH2:28][N:29]1[CH2:34][CH2:33][CH2:32][CH2:31][CH2:30]1)[CH2:3][O:4][C:5]1[CH:14]=[C:13]2[C:8]([C:9]([O:15][C:16]3[CH:17]=[C:18]4[C:22](=[CH:23][CH:24]=3)[NH:21][C:20]([CH3:25])=[CH:19]4)=[N:10][CH:11]=[N:12]2)=[CH:7][C:6]=1[O:26][CH3:27]. The reactants are [O:1]1[CH2:28][CH:2]1[CH2:3][O:4][C:5]1[CH:14]=[C:13]2[C:8]([C:9]([O:15][C:16]3[CH:17]=[C:18]4[C:22](=[CH:23][CH:24]=3)[NH:21][C:20]([CH3:25])=[CH:19]4)=[N:10][CH:11]=[N:12]2)=[CH:7][C:6]=1[O:26][CH3:27].[NH:29]1[CH2:34][CH2:33][CH2:32][CH2:31][CH2:30]1.